From a dataset of Full USPTO retrosynthesis dataset with 1.9M reactions from patents (1976-2016). Predict the reactants needed to synthesize the given product. (1) Given the product [F:17][C:14]1[CH:13]=[CH:12][C:11]([CH2:10][N:7]([O:8][CH3:9])[C:6]([C:5]2[CH2:21][N:23]([CH2:24][CH2:25][N:26]3[CH2:31][CH2:30][NH:29][CH2:28][CH2:27]3)[C:3](=[O:20])[C:4]=2[OH:19])=[O:18])=[CH:16][CH:15]=1, predict the reactants needed to synthesize it. The reactants are: CO[C:3](=[O:20])[C:4]([OH:19])=[CH:5][C:6](=[O:18])[N:7]([CH2:10][C:11]1[CH:16]=[CH:15][C:14]([F:17])=[CH:13][CH:12]=1)[O:8][CH3:9].[CH2:21]=O.[NH2:23][CH2:24][CH2:25][N:26]1[CH2:31][CH2:30][NH:29][CH2:28][CH2:27]1. (2) Given the product [OH:10][C@H:8]1[CH2:9][N:5]([C:3](=[O:4])[C:2]([NH:1][C:33](=[O:34])[CH2:32][CH2:31][O:30][CH3:29])([CH3:28])[CH3:27])[C@H:6]([C:11]([NH:13][CH2:14][C:15]2[CH:20]=[CH:19][C:18]([C:21]3[S:25][CH:24]=[N:23][C:22]=3[CH3:26])=[CH:17][CH:16]=2)=[O:12])[CH2:7]1, predict the reactants needed to synthesize it. The reactants are: [NH2:1][C:2]([CH3:28])([CH3:27])[C:3]([N:5]1[CH2:9][C@H:8]([OH:10])[CH2:7][C@H:6]1[C:11]([NH:13][CH2:14][C:15]1[CH:20]=[CH:19][C:18]([C:21]2[S:25][CH:24]=[N:23][C:22]=2[CH3:26])=[CH:17][CH:16]=1)=[O:12])=[O:4].[CH3:29][O:30][CH2:31][CH2:32][C:33](O)=[O:34].CCN(C(C)C)C(C)C.CN(C(ON1N=NC2C=CC=NC1=2)=[N+](C)C)C.F[P-](F)(F)(F)(F)F. (3) Given the product [Cl:1][CH2:2][CH:3]1[C:11]2[C:10]3[CH:12]=[CH:13][CH:14]=[CH:15][C:9]=3[CH:8]=[CH:7][C:6]=2[N:5]([C:16](=[O:18])[C:25]([F:36])([F:35])[F:24])[CH2:4]1, predict the reactants needed to synthesize it. The reactants are: [Cl:1][CH2:2][CH:3]1[C:11]2[C:10]3[CH:12]=[CH:13][CH:14]=[CH:15][C:9]=3[CH:8]=[CH:7][C:6]=2[N:5]([C:16]([O:18]C(C)(C)C)=O)[CH2:4]1.Cl.[F:24][C:25]([F:36])([F:35])C(OC(=O)[C:25]([F:36])([F:35])[F:24])=O.